From a dataset of HIV replication inhibition screening data with 41,000+ compounds from the AIDS Antiviral Screen. Binary Classification. Given a drug SMILES string, predict its activity (active/inactive) in a high-throughput screening assay against a specified biological target. (1) The result is 0 (inactive). The molecule is CC1CC2C3CC(F)C4=CC(=O)C=CC4(C)C3(F)C(O)CC2(C)C1(O)C(=O)COC(=O)C(C)(C)C. (2) The compound is CC(C)=Cc1cc(C(=O)Nc2ccc(Cl)c(Cl)c2)nc(N)n1. The result is 0 (inactive). (3) The compound is C[N+]1(Cc2ccc([N+](=O)[O-])cc2)CCC(CCCCCCCC2CC[N+](C)(Cc3ccc([N+](=O)[O-])cc3)CC2)CC1. The result is 0 (inactive). (4) The drug is CCCC(=NNC(=N)N)C(C)=NNC(=N)N.O=S(=O)(O)O. The result is 0 (inactive). (5) The compound is O=S(=O)(O)c1ccc2cc(S(=O)(=O)O)ccc2c1. The result is 0 (inactive). (6) The compound is O=C1C(Cl)C(c2ccccc2Cl)N1n1cnc2ccccc2c1=O. The result is 0 (inactive).